From a dataset of Reaction yield outcomes from USPTO patents with 853,638 reactions. Predict the reaction yield, written as a fraction of the theoretical maximum amount of product (1.0 means a 100% yield; for example, 0.34 means a 34% yield). (1) The reactants are CC([N:5]([CH:9]1[CH2:12][N:11]([C:13]([C:15]2[CH:20]=[CH:19][C:18]([F:21])=[C:17]([F:22])[C:16]=2[NH:23][C:24]2[CH:29]=[CH:28][C:27]([I:30])=[CH:26][C:25]=2[F:31])=[O:14])[CH2:10]1)C(=O)[O-])(C)C.FC(F)(F)C(O)=O. The catalyst is ClCCl. The product is [F:22][C:17]1[C:16]([NH:23][C:24]2[CH:29]=[CH:28][C:27]([I:30])=[CH:26][C:25]=2[F:31])=[C:15]([C:13]([N:11]2[CH2:12][CH:9]([NH2:5])[CH2:10]2)=[O:14])[CH:20]=[CH:19][C:18]=1[F:21]. The yield is 0.950. (2) The reactants are [CH3:1][N:2]([CH3:26])[C:3](=[O:25])[CH2:4][C@@H:5]([NH:14]C(=O)OCC1C=CC=CC=1)[CH2:6][S:7][C:8]1[CH:13]=[CH:12][CH:11]=[CH:10][CH:9]=1. The catalyst is Br.C(O)(=O)C. The product is [NH2:14][C@@H:5]([CH2:6][S:7][C:8]1[CH:9]=[CH:10][CH:11]=[CH:12][CH:13]=1)[CH2:4][C:3]([N:2]([CH3:1])[CH3:26])=[O:25]. The yield is 0.960. (3) The reactants are Br[C:2]1[CH:3]=[C:4]([CH3:14])[C:5]2[O:9][C:8]([CH3:11])([CH3:10])[CH2:7][C:6]=2[C:12]=1[CH3:13].[CH3:15][O:16][C:17]1[CH:22]=[CH:21][C:20]([N:23]2[CH2:28][CH2:27][NH:26][CH2:25][CH2:24]2)=[CH:19][CH:18]=1. No catalyst specified. The product is [CH3:15][O:16][C:17]1[CH:18]=[CH:19][C:20]([N:23]2[CH2:28][CH2:27][N:26]([C:2]3[CH:3]=[C:4]([CH3:14])[C:5]4[O:9][C:8]([CH3:11])([CH3:10])[CH2:7][C:6]=4[C:12]=3[CH3:13])[CH2:25][CH2:24]2)=[CH:21][CH:22]=1. The yield is 0.740. (4) The reactants are [CH:1]1([C:4]2[C:5]([O:15][CH2:16][CH:17]3[CH2:22][CH2:21][NH:20][CH2:19][CH2:18]3)=[CH:6][C:7]([F:14])=[C:8]([CH:13]=2)[C:9]([O:11][CH3:12])=[O:10])[CH2:3][CH2:2]1.[Cl:23][C:24]1[N:28]([CH3:29])[N:27]=[C:26]([C:30]([F:33])([F:32])[F:31])[C:25]=1[CH:34]=O.C(O[BH-](OC(=O)C)OC(=O)C)(=O)C.[Na+].C(O)(=O)C. The catalyst is ClC(Cl)C. The product is [Cl:23][C:24]1[N:28]([CH3:29])[N:27]=[C:26]([C:30]([F:33])([F:32])[F:31])[C:25]=1[CH2:34][N:20]1[CH2:19][CH2:18][CH:17]([CH2:16][O:15][C:5]2[C:4]([CH:1]3[CH2:3][CH2:2]3)=[CH:13][C:8]([C:9]([O:11][CH3:12])=[O:10])=[C:7]([F:14])[CH:6]=2)[CH2:22][CH2:21]1. The yield is 0.500.